This data is from TCR-epitope binding with 47,182 pairs between 192 epitopes and 23,139 TCRs. The task is: Binary Classification. Given a T-cell receptor sequence (or CDR3 region) and an epitope sequence, predict whether binding occurs between them. (1) The epitope is NLVPMVATV. The TCR CDR3 sequence is CASSQGLAVYEQYF. Result: 0 (the TCR does not bind to the epitope). (2) The TCR CDR3 sequence is CASRLDTAAYEQYF. The epitope is GLCTLVAML. Result: 1 (the TCR binds to the epitope). (3) The epitope is FPPTSFGPL. The TCR CDR3 sequence is CASSQDRGTGRKLFF. Result: 1 (the TCR binds to the epitope).